Dataset: NCI-60 drug combinations with 297,098 pairs across 59 cell lines. Task: Regression. Given two drug SMILES strings and cell line genomic features, predict the synergy score measuring deviation from expected non-interaction effect. (1) Synergy scores: CSS=57.0, Synergy_ZIP=-1.32, Synergy_Bliss=-0.903, Synergy_Loewe=-1.88, Synergy_HSA=-2.11. Drug 1: COC1=CC(=CC(=C1O)OC)C2C3C(COC3=O)C(C4=CC5=C(C=C24)OCO5)OC6C(C(C7C(O6)COC(O7)C8=CC=CS8)O)O. Cell line: ACHN. Drug 2: CC1CCCC2(C(O2)CC(NC(=O)CC(C(C(=O)C(C1O)C)(C)C)O)C(=CC3=CSC(=N3)C)C)C. (2) Drug 1: C1C(C(OC1N2C=NC3=C(N=C(N=C32)Cl)N)CO)O. Drug 2: CC1C(C(CC(O1)OC2CC(CC3=C2C(=C4C(=C3O)C(=O)C5=C(C4=O)C(=CC=C5)OC)O)(C(=O)CO)O)N)O.Cl. Cell line: OVCAR-5. Synergy scores: CSS=35.2, Synergy_ZIP=-6.30, Synergy_Bliss=-4.27, Synergy_Loewe=-4.52, Synergy_HSA=-1.88. (3) Drug 1: C1=CC(=CC=C1CCC2=CNC3=C2C(=O)NC(=N3)N)C(=O)NC(CCC(=O)O)C(=O)O. Drug 2: CC=C1C(=O)NC(C(=O)OC2CC(=O)NC(C(=O)NC(CSSCCC=C2)C(=O)N1)C(C)C)C(C)C. Cell line: OVCAR-5. Synergy scores: CSS=70.4, Synergy_ZIP=-3.25, Synergy_Bliss=-3.59, Synergy_Loewe=-3.26, Synergy_HSA=-0.833. (4) Synergy scores: CSS=33.7, Synergy_ZIP=-7.28, Synergy_Bliss=-1.52, Synergy_Loewe=-68.2, Synergy_HSA=-3.28. Cell line: SW-620. Drug 2: COC1=C2C(=CC3=C1OC=C3)C=CC(=O)O2. Drug 1: CCC1=C2CN3C(=CC4=C(C3=O)COC(=O)C4(CC)O)C2=NC5=C1C=C(C=C5)O. (5) Drug 1: CC1=C(C(=CC=C1)Cl)NC(=O)C2=CN=C(S2)NC3=CC(=NC(=N3)C)N4CCN(CC4)CCO. Drug 2: CN(C(=O)NC(C=O)C(C(C(CO)O)O)O)N=O. Cell line: SK-MEL-28. Synergy scores: CSS=6.21, Synergy_ZIP=-3.35, Synergy_Bliss=-0.201, Synergy_Loewe=0.682, Synergy_HSA=0.566.